This data is from Forward reaction prediction with 1.9M reactions from USPTO patents (1976-2016). The task is: Predict the product of the given reaction. Given the reactants [ClH:1].Cl.[C:3]([C:6]1[CH:7]=[C:8](/[CH:12]=[CH:13]/[CH2:14][N:15]([C:20]2[CH:25]=[CH:24][C:23]([O:26][CH:27]3[CH2:32][CH2:31][NH:30][CH2:29][CH2:28]3)=[CH:22][CH:21]=2)[C:16](=[O:19])[CH2:17][OH:18])[CH:9]=[CH:10][CH:11]=1)(=[NH:5])[NH2:4].Cl.[C:34](=[NH:39])(OCC)[CH3:35].C(N(CC)CC)C.Cl, predict the reaction product. The product is: [ClH:1].[ClH:1].[C:34]([N:30]1[CH2:29][CH2:28][CH:27]([O:26][C:23]2[CH:22]=[CH:21][C:20]([N:15]([CH2:14]/[CH:13]=[CH:12]/[C:8]3[CH:9]=[CH:10][CH:11]=[C:6]([C:3](=[NH:4])[NH2:5])[CH:7]=3)[C:16](=[O:19])[CH2:17][OH:18])=[CH:25][CH:24]=2)[CH2:32][CH2:31]1)(=[NH:39])[CH3:35].